This data is from Reaction yield outcomes from USPTO patents with 853,638 reactions. The task is: Predict the reaction yield, written as a fraction of the theoretical maximum amount of product (1.0 means a 100% yield; for example, 0.34 means a 34% yield). (1) The reactants are [CH2:1]([O:8][C:9]([C:11]1[C@@H:12]2[CH2:35][CH2:34][C@@H:33]([CH2:36][CH2:37][O:38][C:39](=[O:47])[C:40]3[CH:45]=[CH:44][C:43]([Br:46])=[CH:42][CH:41]=3)[N:13]2[C:14](=[N:18]S(C2C(C)=CC(OC)=C(C)C=2C)(=O)=O)[NH:15][C:16]=1[CH3:17])=[O:10])[C:2]1[CH:7]=[CH:6][CH:5]=[CH:4][CH:3]=1.C(O)(C(F)(F)F)=O.[Br:55][C:56]1[CH:64]=[CH:63][C:59]([C:60](Cl)=[O:61])=[CH:58][CH:57]=1.NC(N)=N.CCN(CC)CC. The catalyst is CN(C)C1C=CN=CC=1.C(Cl)Cl. The product is [CH2:1]([O:8][C:9]([C:11]1[C@@H:12]2[CH2:35][CH2:34][C@@H:33]([CH2:36][CH2:37][O:38][C:39](=[O:47])[C:40]3[CH:45]=[CH:44][C:43]([Br:46])=[CH:42][CH:41]=3)[N:13]2[C:14](=[N:18][C:60](=[O:61])[C:59]2[CH:63]=[CH:64][C:56]([Br:55])=[CH:57][CH:58]=2)[NH:15][C:16]=1[CH3:17])=[O:10])[C:2]1[CH:7]=[CH:6][CH:5]=[CH:4][CH:3]=1. The yield is 0.290. (2) The reactants are [CH3:1][O:2][C:3](=[O:14])[CH2:4][CH2:5][C:6]1[CH:11]=[CH:10][C:9]([OH:12])=[CH:8][C:7]=1[CH3:13].[Br:15][C:16]1[CH:21]=[CH:20][C:19](I)=[CH:18][CH:17]=1.C(=O)([O-])[O-].[Cs+].[Cs+].CC(C)(C(=O)CC(=O)C(C)(C)C)C. The catalyst is CN1CCCC1=O.[Cu]Cl. The product is [CH3:1][O:2][C:3](=[O:14])[CH2:4][CH2:5][C:6]1[CH:11]=[CH:10][C:9]([O:12][C:19]2[CH:20]=[CH:21][C:16]([Br:15])=[CH:17][CH:18]=2)=[CH:8][C:7]=1[CH3:13]. The yield is 0.420.